From a dataset of Catalyst prediction with 721,799 reactions and 888 catalyst types from USPTO. Predict which catalyst facilitates the given reaction. Reactant: Br[C:2]1[CH:3]=[C:4]([CH:8]2[C:17]([CH3:19])([CH3:18])[CH2:16][C:15]3[C:10](=[CH:11][CH:12]=[C:13]([C:20]([OH:22])=[O:21])[CH:14]=3)[NH:9]2)[CH:5]=[CH:6][CH:7]=1.[F:23][CH:24]1[CH2:27][NH:26][CH2:25]1.Cl.CN(C)CC(O)=O.C(=O)([O-])[O-].[K+].[K+]. Product: [F:23][CH:24]1[CH2:27][N:26]([C:2]2[CH:3]=[C:4]([CH:8]3[C:17]([CH3:19])([CH3:18])[CH2:16][C:15]4[C:10](=[CH:11][CH:12]=[C:13]([C:20]([OH:22])=[O:21])[CH:14]=4)[NH:9]3)[CH:5]=[CH:6][CH:7]=2)[CH2:25]1. The catalyst class is: 156.